Dataset: Reaction yield outcomes from USPTO patents with 853,638 reactions. Task: Predict the reaction yield, written as a fraction of the theoretical maximum amount of product (1.0 means a 100% yield; for example, 0.34 means a 34% yield). (1) The reactants are [NH2:1][C:2]1[N:7]=[CH:6][N:5]=[C:4]([NH:8][C:9]2[CH:14]=[CH:13][C:12]([CH2:15][C:16](O)=[O:17])=[CH:11][CH:10]=2)[C:3]=1[C:19]1[CH:24]=[CH:23][C:22]([O:25][C:26]2[CH:31]=[CH:30][CH:29]=[CH:28][CH:27]=2)=[CH:21][CH:20]=1.Cl.[CH3:33][NH:34][O:35][CH3:36].CCN=C=NCCCN(C)C.Cl.ON1C2C=CC=CC=2N=N1.C(N(CC)C(C)C)(C)C. The catalyst is CN(C=O)C.CCOC(C)=O. The product is [NH2:1][C:2]1[N:7]=[CH:6][N:5]=[C:4]([NH:8][C:9]2[CH:14]=[CH:13][C:12]([CH2:15][C:16]([N:34]([O:35][CH3:36])[CH3:33])=[O:17])=[CH:11][CH:10]=2)[C:3]=1[C:19]1[CH:24]=[CH:23][C:22]([O:25][C:26]2[CH:31]=[CH:30][CH:29]=[CH:28][CH:27]=2)=[CH:21][CH:20]=1. The yield is 0.510. (2) The reactants are [CH3:1][C:2]([C:4]1[C:9](=[O:10])[C@@:8]2([CH3:23])[C:11]3[C:16]([O:17][C:7]2=[CH:6][C:5]=1[OH:24])=[C:15]([C:18]([NH2:20])=[O:19])[C:14]([OH:21])=[CH:13][C:12]=3[OH:22])=[O:3].[CH2:25](Br)[C:26]1[CH:31]=[CH:30][CH:29]=[CH:28][CH:27]=1.C(=O)([O-])[O-].[K+].[K+]. The catalyst is CN(C)C=O. The product is [C:2]([C:4]1[C:9](=[O:10])[C@@:8]2([CH3:23])[C:11]3[C:12]([OH:22])=[CH:13][C:14]([O:21][CH2:25][C:26]4[CH:31]=[CH:30][CH:29]=[CH:28][CH:27]=4)=[C:15]([C:18]([NH2:20])=[O:19])[C:16]=3[O:17][C:7]2=[CH:6][C:5]=1[OH:24])(=[O:3])[CH3:1]. The yield is 0.310. (3) The reactants are C(=O)([O-])[O-].[K+].[K+].I[CH3:8].[CH3:9][C:10]1[C:15]([N+:16]([O-:18])=[O:17])=[CH:14][N:13]=[C:12]2[NH:19][CH:20]=[CH:21][C:11]=12.O. The catalyst is CN(C=O)C. The product is [CH3:8][N:19]1[C:12]2=[N:13][CH:14]=[C:15]([N+:16]([O-:18])=[O:17])[C:10]([CH3:9])=[C:11]2[CH:21]=[CH:20]1. The yield is 0.710. (4) The reactants are [CH3:1][C:2]1[CH:7]=[CH:6][CH:5]=[CH:4][C:3]=1[CH:8]([C:10]1[CH:15]=[CH:14][CH:13]=[CH:12][CH:11]=1)O.P(Br)(Br)[Br:17].O. The catalyst is C(OCC)C. The product is [Br:17][CH:8]([C:10]1[CH:15]=[CH:14][CH:13]=[CH:12][CH:11]=1)[C:3]1[CH:4]=[CH:5][CH:6]=[CH:7][C:2]=1[CH3:1]. The yield is 0.890. (5) The reactants are [Cl:1][C:2]1[CH:7]=[C:6]([N+:8]([O-])=O)[C:5]([O:11][CH2:12][CH3:13])=[CH:4][C:3]=1[O:14][CH2:15][CH3:16]. The catalyst is CCO.CCOC(C)=O.[Pd]. The product is [Cl:1][C:2]1[C:3]([O:14][CH2:15][CH3:16])=[CH:4][C:5]([O:11][CH2:12][CH3:13])=[C:6]([CH:7]=1)[NH2:8]. The yield is 0.290. (6) The reactants are [Br:1][C:2]1[N:3]=[CH:4][NH:5][CH:6]=1.C(=O)([O-])[O-].[Cs+].[Cs+].Cl.Cl[CH2:15][CH2:16][N:17]1[CH2:22][CH2:21][O:20][CH2:19][CH2:18]1. The catalyst is CN(C)C=O. The product is [Br:1][C:2]1[N:3]=[CH:4][N:5]([CH2:15][CH2:16][N:17]2[CH2:22][CH2:21][O:20][CH2:19][CH2:18]2)[CH:6]=1. The yield is 0.420. (7) The reactants are [C:1]([C:5]1[CH:6]=[C:7]([NH2:27])[N:8]([C:10]2[CH:11]=[CH:12][C:13]3[C:17]([CH:18]=2)=[N:16][N:15]([CH2:19][CH2:20][N:21]2[CH2:26][CH2:25][O:24][CH2:23][CH2:22]2)[CH:14]=3)[N:9]=1)([CH3:4])([CH3:3])[CH3:2].CCN(C(C)C)C(C)C.[Cl:37][C:38]([Cl:45])([Cl:44])[CH2:39][O:40][C:41](Cl)=[O:42]. The catalyst is C1COCC1. The product is [Cl:37][C:38]([Cl:45])([Cl:44])[CH2:39][O:40][C:41](=[O:42])[NH:27][C:7]1[N:8]([C:10]2[CH:11]=[CH:12][C:13]3[C:17]([CH:18]=2)=[N:16][N:15]([CH2:19][CH2:20][N:21]2[CH2:26][CH2:25][O:24][CH2:23][CH2:22]2)[CH:14]=3)[N:9]=[C:5]([C:1]([CH3:4])([CH3:2])[CH3:3])[CH:6]=1. The yield is 0.260.